Dataset: Full USPTO retrosynthesis dataset with 1.9M reactions from patents (1976-2016). Task: Predict the reactants needed to synthesize the given product. (1) Given the product [OH:26]/[N:25]=[C:9](/[C:11]1[CH:12]=[CH:13][C:14](=[O:17])[NH:15][CH:16]=1)\[CH2:8][CH:7]([C:18]1[CH:23]=[CH:22][CH:21]=[CH:20][CH:19]=1)[C:1]1[CH:6]=[CH:5][CH:4]=[CH:3][CH:2]=1, predict the reactants needed to synthesize it. The reactants are: [C:1]1([CH:7]([C:18]2[CH:23]=[CH:22][CH:21]=[CH:20][CH:19]=2)[CH2:8][C:9]([C:11]2[CH:12]=[CH:13][C:14](=[O:17])[NH:15][CH:16]=2)=O)[CH:6]=[CH:5][CH:4]=[CH:3][CH:2]=1.Cl.[NH2:25][OH:26].C([O-])(O)=O.[Na+]. (2) Given the product [CH3:14][O:13][S:10]([O-:15])(=[O:12])=[O:11].[C:1]([C:4]1[CH:9]=[CH:8][N+:7]([CH3:17])=[CH:6][CH:5]=1)(=[O:3])[CH3:2], predict the reactants needed to synthesize it. The reactants are: [C:1]([C:4]1[CH:9]=[CH:8][N:7]=[CH:6][CH:5]=1)(=[O:3])[CH3:2].[S:10]([O:15]C)([O:13][CH3:14])(=[O:12])=[O:11].[C:17](OCC)(=O)C.